From a dataset of Reaction yield outcomes from USPTO patents with 853,638 reactions. Predict the reaction yield, written as a fraction of the theoretical maximum amount of product (1.0 means a 100% yield; for example, 0.34 means a 34% yield). (1) The reactants are C[O:2][C:3](=[O:38])[CH2:4][CH2:5][NH:6][C:7]([C:9]1[S:10][C:11]([CH:14]([O:18][C:19]2[CH:24]=[C:23]([CH3:25])[C:22]([C:26]3[CH:31]=[CH:30][C:29]([O:32][C:33]([F:36])([F:35])[F:34])=[CH:28][CH:27]=3)=[C:21]([CH3:37])[CH:20]=2)[CH:15]([CH3:17])[CH3:16])=[CH:12][CH:13]=1)=[O:8].[Li+].[OH-].Cl. The catalyst is O1CCCC1. The product is [CH3:25][C:23]1[CH:24]=[C:19]([O:18][CH:14]([C:11]2[S:10][C:9]([C:7]([NH:6][CH2:5][CH2:4][C:3]([OH:38])=[O:2])=[O:8])=[CH:13][CH:12]=2)[CH:15]([CH3:17])[CH3:16])[CH:20]=[C:21]([CH3:37])[C:22]=1[C:26]1[CH:31]=[CH:30][C:29]([O:32][C:33]([F:35])([F:34])[F:36])=[CH:28][CH:27]=1. The yield is 0.890. (2) The reactants are [Cl:1][C:2]1[CH:3]=[CH:4][C:5]2[N:6]=[CH:7][N:8]=[C:9](OC3CCOCC3)[C:10]=2[N:11]=1.[CH:19]1([NH2:22])[CH2:21][CH2:20]1.CC(C)([O-])C.[Na+]. The catalyst is O1CCOCC1. The product is [Cl:1][C:2]1[CH:3]=[CH:4][C:5]2[N:6]=[CH:7][N:8]=[C:9]([NH:22][CH:19]3[CH2:21][CH2:20]3)[C:10]=2[N:11]=1. The yield is 0.540.